Dataset: Reaction yield outcomes from USPTO patents with 853,638 reactions. Task: Predict the reaction yield, written as a fraction of the theoretical maximum amount of product (1.0 means a 100% yield; for example, 0.34 means a 34% yield). The reactants are C(O[C:5](=[O:7])C)(=O)C.C(O)=O.[Cl:11][C:12]1[CH:13]=[C:14]([CH:16]=[CH:17][CH:18]=1)[NH2:15]. No catalyst specified. The product is [Cl:11][C:12]1[CH:13]=[C:14]([CH:16]=[CH:17][CH:18]=1)[NH:15][CH:5]=[O:7]. The yield is 0.740.